Predict the reactants needed to synthesize the given product. From a dataset of Retrosynthesis with 50K atom-mapped reactions and 10 reaction types from USPTO. (1) Given the product Cc1ccc(C(=O)O)c2ccn(C(C)C)c12, predict the reactants needed to synthesize it. The reactants are: COC(=O)c1ccc(C)c2c1ccn2C(C)C. (2) Given the product COC(=O)[C@H](Cc1ccc(Cl)c(Cl)c1)NC(=O)c1ccc(I)cc1NS(=O)(=O)c1cccc2nsnc12, predict the reactants needed to synthesize it. The reactants are: COC(=O)C(N)Cc1ccc(Cl)c(Cl)c1.O=C(O)c1ccc(I)cc1NS(=O)(=O)c1cccc2nsnc12.